From a dataset of Merck oncology drug combination screen with 23,052 pairs across 39 cell lines. Regression. Given two drug SMILES strings and cell line genomic features, predict the synergy score measuring deviation from expected non-interaction effect. (1) Drug 1: CN1C(=O)C=CC2(C)C3CCC4(C)C(NC(=O)OCC(F)(F)F)CCC4C3CCC12. Drug 2: N#Cc1ccc(Cn2cncc2CN2CCN(c3cccc(Cl)c3)C(=O)C2)cc1. Cell line: NCIH1650. Synergy scores: synergy=1.60. (2) Drug 1: O=C(O)C1(Cc2cccc(Nc3nccs3)n2)CCC(Oc2cccc(Cl)c2F)CC1. Drug 2: CC(C)CC(NC(=O)C(Cc1ccccc1)NC(=O)c1cnccn1)B(O)O. Cell line: SKOV3. Synergy scores: synergy=16.6. (3) Drug 1: CC(=O)OC1C(=O)C2(C)C(O)CC3OCC3(OC(C)=O)C2C(OC(=O)c2ccccc2)C2(O)CC(OC(=O)C(O)C(NC(=O)c3ccccc3)c3ccccc3)C(C)=C1C2(C)C. Drug 2: N#Cc1ccc(Cn2cncc2CN2CCN(c3cccc(Cl)c3)C(=O)C2)cc1. Cell line: PA1. Synergy scores: synergy=24.0. (4) Drug 1: Cn1nnc2c(C(N)=O)ncn2c1=O. Drug 2: C=CCn1c(=O)c2cnc(Nc3ccc(N4CCN(C)CC4)cc3)nc2n1-c1cccc(C(C)(C)O)n1. Cell line: NCIH23. Synergy scores: synergy=0.795. (5) Drug 1: CCC1(O)CC2CN(CCc3c([nH]c4ccccc34)C(C(=O)OC)(c3cc4c(cc3OC)N(C)C3C(O)(C(=O)OC)C(OC(C)=O)C5(CC)C=CCN6CCC43C65)C2)C1. Drug 2: Cn1nnc2c(C(N)=O)ncn2c1=O. Cell line: HCT116. Synergy scores: synergy=-51.7. (6) Drug 1: NC1(c2ccc(-c3nc4ccn5c(=O)[nH]nc5c4cc3-c3ccccc3)cc2)CCC1. Drug 2: C#Cc1cccc(Nc2ncnc3cc(OCCOC)c(OCCOC)cc23)c1. Cell line: SKOV3. Synergy scores: synergy=58.8. (7) Cell line: OVCAR3. Drug 1: COC12C(COC(N)=O)C3=C(C(=O)C(C)=C(N)C3=O)N1CC1NC12. Drug 2: COC1=C2CC(C)CC(OC)C(O)C(C)C=C(C)C(OC(N)=O)C(OC)C=CC=C(C)C(=O)NC(=CC1=O)C2=O. Synergy scores: synergy=24.2. (8) Drug 1: O=S1(=O)NC2(CN1CC(F)(F)F)C1CCC2Cc2cc(C=CCN3CCC(C(F)(F)F)CC3)ccc2C1. Drug 2: O=P1(N(CCCl)CCCl)NCCCO1. Cell line: T47D. Synergy scores: synergy=-33.6.